From a dataset of CYP3A4 inhibition data for predicting drug metabolism from PubChem BioAssay. Regression/Classification. Given a drug SMILES string, predict its absorption, distribution, metabolism, or excretion properties. Task type varies by dataset: regression for continuous measurements (e.g., permeability, clearance, half-life) or binary classification for categorical outcomes (e.g., BBB penetration, CYP inhibition). Dataset: cyp3a4_veith. (1) The drug is CCC/C=C(\CCC)C(NC(=O)C(C)(C)C)c1ccc(C(=O)OC)cc1. The result is 1 (inhibitor). (2) The molecule is O=C(O)CC1(C(=O)O)CCCCC1. The result is 0 (non-inhibitor). (3) The compound is O=C(NCc1cccs1)C1CCN(S(=O)(=O)c2cccc3nsnc23)CC1. The result is 1 (inhibitor). (4) The molecule is COc1ccccc1CN1CCCC2(CCN(C(=O)c3cc(C(F)(F)F)cc(C(F)(F)F)c3)CC2)C1. The result is 1 (inhibitor). (5) The compound is COc1ccc(S(=O)(=O)N2CCN(CC(=O)Nc3cccc(F)c3)CC2)cc1. The result is 1 (inhibitor).